From a dataset of Retrosynthesis with 50K atom-mapped reactions and 10 reaction types from USPTO. Predict the reactants needed to synthesize the given product. Given the product CS(=O)(=O)O, predict the reactants needed to synthesize it. The reactants are: CC(=O)Nc1cc(N2CCCN(C(=O)OC(C)(C)C)CC2)ccc1S(=O)(=O)c1cccc(F)c1.